From a dataset of Full USPTO retrosynthesis dataset with 1.9M reactions from patents (1976-2016). Predict the reactants needed to synthesize the given product. (1) Given the product [C:27]([C:25]1[CH:24]=[CH:23][C:22]2[O:19][C:17]([C:15]3[CH:14]=[CH:13][C:5]4[N:6]([CH:7]5[CH2:8][CH2:9][O:10][CH2:11][CH2:12]5)[C:2]([CH3:1])=[N:3][C:4]=4[CH:16]=3)=[N:20][C:21]=2[CH:26]=1)([CH3:30])([CH3:28])[CH3:29], predict the reactants needed to synthesize it. The reactants are: [CH3:1][C:2]1[N:6]([CH:7]2[CH2:12][CH2:11][O:10][CH2:9][CH2:8]2)[C:5]2[CH:13]=[CH:14][C:15]([C:17]([OH:19])=O)=[CH:16][C:4]=2[N:3]=1.[NH2:20][C:21]1[CH:26]=[C:25]([C:27]([CH3:30])([CH3:29])[CH3:28])[CH:24]=[CH:23][C:22]=1O.CCN=C=NCCCN(C)C.CS(O)(=O)=O.C(=O)([O-])O.[Na+]. (2) Given the product [NH2:30][C:31]1[C:32]([C:33]2[N:8]([C:9]3[CH:14]=[CH:13][C:12]([C:15]4([NH:19][C:20](=[O:26])[O:21][C:22]([CH3:25])([CH3:24])[CH3:23])[CH2:18][CH2:17][CH2:16]4)=[CH:11][CH:10]=3)[C:6]3=[N:7][C:2]([Cl:1])=[CH:3][CH:4]=[C:5]3[N:27]=2)=[CH:35][CH:36]=[CH:37][N:38]=1, predict the reactants needed to synthesize it. The reactants are: [Cl:1][C:2]1[N:7]=[C:6]([NH:8][C:9]2[CH:14]=[CH:13][C:12]([C:15]3([NH:19][C:20](=[O:26])[O:21][C:22]([CH3:25])([CH3:24])[CH3:23])[CH2:18][CH2:17][CH2:16]3)=[CH:11][CH:10]=2)[C:5]([N+:27]([O-])=O)=[CH:4][CH:3]=1.[NH2:30][C:31]1[N:38]=[CH:37][CH:36]=[CH:35][C:32]=1[CH:33]=O.S(S([O-])=O)([O-])=O.[Na+].[Na+].O. (3) Given the product [N:11]1([CH2:10][CH2:9][O:8][C:7]2[CH:16]=[CH:17][C:4]([NH:1][C:2]([NH2:18])=[O:20])=[CH:5][CH:6]=2)[CH2:15][CH2:14][CH2:13][CH2:12]1, predict the reactants needed to synthesize it. The reactants are: [N:1]([C:4]1[CH:17]=[CH:16][C:7]([O:8][CH2:9][CH2:10][N:11]2[CH2:15][CH2:14][CH2:13][CH2:12]2)=[CH:6][CH:5]=1)=[C:2]=S.[NH3:18].C[OH:20]. (4) Given the product [Cl:1][C:2]1[CH:7]=[CH:6][C:5]([C:8]2[CH:13]=[CH:12][C:11]([NH:14][C:15](=[O:26])/[CH:16]=[CH:17]/[C:18]3[CH:19]=[CH:20][C:21]([CH2:24][NH:43][CH2:42][CH:37]4[CH2:41][CH2:40][CH2:39][CH2:38]4)=[CH:22][CH:23]=3)=[CH:10][CH:9]=2)=[CH:4][CH:3]=1, predict the reactants needed to synthesize it. The reactants are: [Cl:1][C:2]1[CH:7]=[CH:6][C:5]([C:8]2[CH:13]=[CH:12][C:11]([NH:14][C:15](=[O:26])/[CH:16]=[CH:17]/[C:18]3[CH:23]=[CH:22][C:21]([CH2:24]Cl)=[CH:20][CH:19]=3)=[CH:10][CH:9]=2)=[CH:4][CH:3]=1.C(O)(=O)C.C(O)(=O)C(O)=O.[CH:37]1([CH2:42][NH2:43])[CH2:41][CH2:40][CH2:39][CH2:38]1.C(N(CC)CC)C. (5) Given the product [NH2:8][C:6]1[CH:7]=[C:2]([C:14]#[C:13][CH2:12][OH:15])[CH:3]=[CH:4][C:5]=1[N+:9]([O-:11])=[O:10], predict the reactants needed to synthesize it. The reactants are: Br[C:2]1[CH:3]=[CH:4][C:5]([N+:9]([O-:11])=[O:10])=[C:6]([NH2:8])[CH:7]=1.[CH2:12]([OH:15])[C:13]#[CH:14].